Dataset: NCI-60 drug combinations with 297,098 pairs across 59 cell lines. Task: Regression. Given two drug SMILES strings and cell line genomic features, predict the synergy score measuring deviation from expected non-interaction effect. (1) Drug 1: C1=CC(=C2C(=C1NCCNCCO)C(=O)C3=C(C=CC(=C3C2=O)O)O)NCCNCCO. Drug 2: CC(C1=C(C=CC(=C1Cl)F)Cl)OC2=C(N=CC(=C2)C3=CN(N=C3)C4CCNCC4)N. Cell line: NCI-H522. Synergy scores: CSS=45.8, Synergy_ZIP=-0.291, Synergy_Bliss=-0.379, Synergy_Loewe=-19.7, Synergy_HSA=0.0351. (2) Drug 1: CCC(=C(C1=CC=CC=C1)C2=CC=C(C=C2)OCCN(C)C)C3=CC=CC=C3.C(C(=O)O)C(CC(=O)O)(C(=O)O)O. Drug 2: C1=NC(=NC(=O)N1C2C(C(C(O2)CO)O)O)N. Cell line: SW-620. Synergy scores: CSS=30.8, Synergy_ZIP=-8.96, Synergy_Bliss=-0.198, Synergy_Loewe=-24.4, Synergy_HSA=0.0399. (3) Drug 1: CC(CN1CC(=O)NC(=O)C1)N2CC(=O)NC(=O)C2. Drug 2: C1C(C(OC1N2C=C(C(=O)NC2=O)F)CO)O. Cell line: OVCAR-4. Synergy scores: CSS=54.9, Synergy_ZIP=6.03, Synergy_Bliss=7.35, Synergy_Loewe=9.64, Synergy_HSA=11.4. (4) Drug 1: C1CC(C1)(C(=O)O)C(=O)O.[NH2-].[NH2-].[Pt+2]. Drug 2: C(CN)CNCCSP(=O)(O)O. Cell line: RPMI-8226. Synergy scores: CSS=11.7, Synergy_ZIP=-5.30, Synergy_Bliss=-5.93, Synergy_Loewe=-4.26, Synergy_HSA=-9.04.